The task is: Predict the reactants needed to synthesize the given product.. This data is from Full USPTO retrosynthesis dataset with 1.9M reactions from patents (1976-2016). Given the product [CH2:1]([NH:3][C:4](=[O:5])[C:6]1[CH:7]=[CH:8][C:9]([CH3:34])=[C:10]([C:12]2[CH:20]=[C:19]3[C:15]([C:16]([C:21]4[CH2:22][CH2:23][NH:24][CH2:25][CH:26]=4)=[N:17][NH:18]3)=[CH:14][CH:13]=2)[CH:11]=1)[CH3:2], predict the reactants needed to synthesize it. The reactants are: [CH2:1]([NH:3][C:4]([C:6]1[CH:7]=[CH:8][C:9]([CH3:34])=[C:10]([C:12]2[CH:20]=[C:19]3[C:15]([C:16]([C:21]4[CH2:22][CH2:23][N:24](C(OC(C)(C)C)=O)[CH2:25][CH:26]=4)=[N:17][NH:18]3)=[CH:14][CH:13]=2)[CH:11]=1)=[O:5])[CH3:2].FC(F)(F)C(O)=O.